Dataset: Reaction yield outcomes from USPTO patents with 853,638 reactions. Task: Predict the reaction yield, written as a fraction of the theoretical maximum amount of product (1.0 means a 100% yield; for example, 0.34 means a 34% yield). (1) The reactants are [C:1]([O:5][C:6]([C:8]1[S:12][C:11]2[CH2:13][CH2:14][C:15](=[CH:18]N(C)C)[C:16](=O)[C:10]=2[CH:9]=1)=[O:7])([CH3:4])([CH3:3])[CH3:2].Cl.[NH:23]([C:27]1[CH:28]=[C:29]([S:33]([NH2:36])(=[O:35])=[O:34])[CH:30]=[CH:31][CH:32]=1)[C:24]([NH2:26])=[NH:25].[OH-].[Na+]. The catalyst is C(O)(C)C.O. The product is [C:1]([O:5][C:6]([C:8]1[S:12][C:11]2[CH2:13][CH2:14][C:15]3[CH:18]=[N:25][C:24]([NH:23][C:27]4[CH:32]=[CH:31][CH:30]=[C:29]([S:33](=[O:34])(=[O:35])[NH2:36])[CH:28]=4)=[N:26][C:16]=3[C:10]=2[CH:9]=1)=[O:7])([CH3:4])([CH3:2])[CH3:3]. The yield is 0.530. (2) The reactants are CS(O)(=O)=O.O=P12OP3(OP(OP(O3)(O1)=O)(=O)O2)=O.[CH:20]1[C:28]2[C:27]3[CH:29]=[CH:30][CH:31]=[CH:32][C:26]=3[S:25](=O)[C:24]=2[CH:23]=[CH:22][CH:21]=1.[CH3:34][C:35]1[CH:40]=[CH:39][CH:38]=[C:37]([CH3:41])[C:36]=1[OH:42].[Br-:43].[K+]. The catalyst is ClCCl.C(OCC)(=O)C.O. The product is [Br-:43].[OH:42][C:36]1[C:37]([CH3:41])=[CH:38][C:39]([S+:25]2[C:24]3[CH:23]=[CH:22][CH:21]=[CH:20][C:28]=3[C:27]3[CH:29]=[CH:30][CH:31]=[CH:32][C:26]2=3)=[CH:40][C:35]=1[CH3:34]. The yield is 0.350. (3) The reactants are [C:1]([N:8]1[CH2:11][CH:10]([OH:12])[CH2:9]1)([O:3][C:4]([CH3:7])([CH3:6])[CH3:5])=[O:2].[H-].[Na+].[Br:15][C:16]1[CH:17]=[CH:18][C:19](I)=[N:20][CH:21]=1.CCOC(C)=O. The catalyst is CN(C=O)C. The product is [Br:15][C:16]1[CH:17]=[CH:18][C:19]([O:12][CH:10]2[CH2:11][N:8]([C:1]([O:3][C:4]([CH3:7])([CH3:6])[CH3:5])=[O:2])[CH2:9]2)=[N:20][CH:21]=1. The yield is 0.590. (4) The reactants are [CH:1]([C:4]1[N:8]=[N:7][N:6]([C:9]2[CH:14]=[CH:13][CH:12]=[CH:11][C:10]=2[O:15][C:16]([F:19])([F:18])[F:17])[C:5]=1[CH2:20][O:21][C:22]1[N:27]=[C:26]([CH3:28])[C:25]([NH2:29])=[CH:24][CH:23]=1)([CH3:3])[CH3:2].[CH3:30][O:31][C:32](=[O:42])[C:33]1[CH:38]=[CH:37][C:36]([CH:39]=O)=[CH:35][C:34]=1[CH3:41].[B][B][B][B][B][B][B][B][B][B].[CH2:53]=O. The catalyst is CO. The product is [CH3:30][O:31][C:32](=[O:42])[C:33]1[CH:38]=[CH:37][C:36]([CH2:39][N:29]([C:25]2[C:26]([CH3:28])=[N:27][C:22]([O:21][CH2:20][C:5]3[N:6]([C:9]4[CH:14]=[CH:13][CH:12]=[CH:11][C:10]=4[O:15][C:16]([F:19])([F:18])[F:17])[N:7]=[N:8][C:4]=3[CH:1]([CH3:3])[CH3:2])=[CH:23][CH:24]=2)[CH3:53])=[CH:35][C:34]=1[CH3:41]. The yield is 0.730. (5) The product is [Cl:1][C:2]1[CH:14]=[CH:13][C:5]([C:6]2[N:11]=[C:10]([NH2:12])[NH:9][N:8]=2)=[CH:4][CH:3]=1. The yield is 0.520. The reactants are [Cl:1][C:2]1[CH:14]=[CH:13][C:5]([C:6]([NH:8][NH:9][C:10](=[NH:12])[NH2:11])=O)=[CH:4][CH:3]=1. The catalyst is C1(OC2C=CC=CC=2)C=CC=CC=1. (6) The reactants are [CH3:1][C:2]1[N:7]=[C:6]([O:8][C:9]2[CH:14]=[CH:13][CH:12]=[CH:11][C:10]=2[CH3:15])[C:5](C(O)=O)=[CH:4][N:3]=1.C([N:21]([CH2:24]C)CC)C.[C:26]([OH:30])([CH3:29])([CH3:28])[CH3:27].C1C[O:34]CC1. No catalyst specified. The product is [C:26]([O:30][C:24](=[O:34])[NH:21][C:5]1[C:6]([O:8][C:9]2[CH:14]=[CH:13][CH:12]=[CH:11][C:10]=2[CH3:15])=[N:7][C:2]([CH3:1])=[N:3][CH:4]=1)([CH3:29])([CH3:28])[CH3:27]. The yield is 0.560.